The task is: Predict the product of the given reaction.. This data is from Forward reaction prediction with 1.9M reactions from USPTO patents (1976-2016). (1) The product is: [CH2:1]([O:4][C:5]1[C:14]2[C:9](=[CH:10][CH:11]=[CH:12][CH:13]=2)[C:8]([O:15][CH2:16][CH2:17][CH3:18])=[C:7]([C:19]([OH:21])=[O:20])[C:6]=1[C:24]([OH:26])=[O:25])[CH2:2][CH3:3]. Given the reactants [CH2:1]([O:4][C:5]1[C:14]2[C:9](=[CH:10][CH:11]=[CH:12][CH:13]=2)[C:8]([O:15][CH2:16][CH2:17][CH3:18])=[C:7]([C:19]([O:21]CC)=[O:20])[C:6]=1[C:24]([O:26]CC)=[O:25])[CH2:2][CH3:3].C(O)C.[OH-].[Na+], predict the reaction product. (2) Given the reactants [C:1]1([S:7]([C:10]([CH3:23])([CH3:22])[CH2:11][CH2:12][CH2:13][N:14]2[CH2:19][CH2:18][CH2:17][CH:16]([CH2:20][OH:21])[CH2:15]2)(=[O:9])=[O:8])[CH:6]=[CH:5][CH:4]=[CH:3][CH:2]=1.[CH2:24](I)[CH3:25], predict the reaction product. The product is: [C:1]1([S:7]([C:10]([CH3:23])([CH3:22])[CH2:11][CH2:12][CH2:13][N:14]2[CH2:19][CH2:18][CH2:17][CH:16]([CH2:20][O:21][CH2:24][CH3:25])[CH2:15]2)(=[O:8])=[O:9])[CH:2]=[CH:3][CH:4]=[CH:5][CH:6]=1. (3) The product is: [ClH:20].[CH3:16][S:13]([CH2:12][CH2:11][CH:9]1[CH2:8][CH2:7][NH:6][CH2:5][CH2:10]1)(=[O:15])=[O:14]. Given the reactants CC([CH:5]1[CH2:10][CH:9]([CH2:11][CH2:12][S:13]([CH3:16])(=[O:15])=[O:14])[CH2:8][CH2:7][N:6]1C([O-])=O)(C)C.[ClH:20], predict the reaction product.